Dataset: Reaction yield outcomes from USPTO patents with 853,638 reactions. Task: Predict the reaction yield, written as a fraction of the theoretical maximum amount of product (1.0 means a 100% yield; for example, 0.34 means a 34% yield). The catalyst is C(Cl)Cl. The reactants are [C:1]([O:5][C:6](=[O:29])[CH2:7][CH:8]([NH:15][S:16]([C:19]1[CH:24]=[CH:23][C:22]([C:25](=[O:27])[NH2:26])=[CH:21][C:20]=1[OH:28])(=[O:18])=[O:17])[C:9]([N:11]([O:13][CH3:14])[CH3:12])=[O:10])([CH3:4])([CH3:3])[CH3:2].C1(P(C2C=CC=CC=2)C2C=CC=CC=2)C=CC=CC=1.[N:49]1[C:58]2[C:53](=[C:54]([CH2:59][CH2:60]O)[CH:55]=[CH:56][CH:57]=2)[CH:52]=[CH:51][CH:50]=1.N(C(OCC)=O)=NC(OCC)=O. The product is [C:1]([O:5][C:6](=[O:29])[CH2:7][CH:8]([NH:15][S:16]([C:19]1[CH:24]=[CH:23][C:22]([C:25](=[O:27])[NH2:26])=[CH:21][C:20]=1[O:28][CH2:60][CH2:59][C:54]1[CH:55]=[CH:56][CH:57]=[C:58]2[C:53]=1[CH:52]=[CH:51][CH:50]=[N:49]2)(=[O:18])=[O:17])[C:9]([N:11]([O:13][CH3:14])[CH3:12])=[O:10])([CH3:4])([CH3:2])[CH3:3]. The yield is 0.690.